From a dataset of Reaction yield outcomes from USPTO patents with 853,638 reactions. Predict the reaction yield, written as a fraction of the theoretical maximum amount of product (1.0 means a 100% yield; for example, 0.34 means a 34% yield). The reactants are C[O:2][C:3](=[O:65])[C:4]1[CH:9]=[CH:8][C:7]([C:10]2[S:11][C:12]([C:15](=[O:17])[CH3:16])=[CH:13][CH:14]=2)=[CH:6][C:5]=1[CH2:18][O:19][C:20]1[CH:25]=[CH:24][C:23]([C:26]2[N:30]([CH:31]3[CH2:36][CH2:35][CH2:34][CH2:33][CH2:32]3)[C:29]3[CH:37]=[CH:38][C:39]([C:41]4[N:42]=[N:43][N:44]([C:46]([C:59]5[CH:64]=[CH:63][CH:62]=[CH:61][CH:60]=5)([C:53]5[CH:58]=[CH:57][CH:56]=[CH:55][CH:54]=5)[C:47]5[CH:52]=[CH:51][CH:50]=[CH:49][CH:48]=5)[N:45]=4)=[CH:40][C:28]=3[N:27]=2)=[CH:22][CH:21]=1.[OH-].[Li+].C1COCC1.Cl. The catalyst is O.C(O)C. The product is [CH:31]1([N:30]2[C:29]3[CH:37]=[CH:38][C:39]([C:41]4[N:42]=[N:43][N:44]([C:46]([C:53]5[CH:58]=[CH:57][CH:56]=[CH:55][CH:54]=5)([C:59]5[CH:60]=[CH:61][CH:62]=[CH:63][CH:64]=5)[C:47]5[CH:48]=[CH:49][CH:50]=[CH:51][CH:52]=5)[N:45]=4)=[CH:40][C:28]=3[N:27]=[C:26]2[C:23]2[CH:22]=[CH:21][C:20]([O:19][CH2:18][C:5]3[CH:6]=[C:7]([C:10]4[S:11][C:12]([C:15](=[O:17])[CH3:16])=[CH:13][CH:14]=4)[CH:8]=[CH:9][C:4]=3[C:3]([OH:65])=[O:2])=[CH:25][CH:24]=2)[CH2:32][CH2:33][CH2:34][CH2:35][CH2:36]1. The yield is 0.900.